Dataset: NCI-60 drug combinations with 297,098 pairs across 59 cell lines. Task: Regression. Given two drug SMILES strings and cell line genomic features, predict the synergy score measuring deviation from expected non-interaction effect. (1) Synergy scores: CSS=33.5, Synergy_ZIP=7.25, Synergy_Bliss=8.30, Synergy_Loewe=-30.4, Synergy_HSA=7.20. Drug 1: CCCS(=O)(=O)NC1=C(C(=C(C=C1)F)C(=O)C2=CNC3=C2C=C(C=N3)C4=CC=C(C=C4)Cl)F. Drug 2: CC1=C2C(C(=O)C3(C(CC4C(C3C(C(C2(C)C)(CC1OC(=O)C(C(C5=CC=CC=C5)NC(=O)OC(C)(C)C)O)O)OC(=O)C6=CC=CC=C6)(CO4)OC(=O)C)OC)C)OC. Cell line: SNB-75. (2) Cell line: SF-268. Drug 2: C(CC(=O)O)C(=O)CN.Cl. Synergy scores: CSS=22.4, Synergy_ZIP=-4.92, Synergy_Bliss=0.655, Synergy_Loewe=-3.18, Synergy_HSA=-0.824. Drug 1: C1=CC=C(C=C1)NC(=O)CCCCCCC(=O)NO. (3) Drug 1: CC1=C2C(C(=O)C3(C(CC4C(C3C(C(C2(C)C)(CC1OC(=O)C(C(C5=CC=CC=C5)NC(=O)OC(C)(C)C)O)O)OC(=O)C6=CC=CC=C6)(CO4)OC(=O)C)O)C)O. Drug 2: C1=CN(C=N1)CC(O)(P(=O)(O)O)P(=O)(O)O. Cell line: HT29. Synergy scores: CSS=3.14, Synergy_ZIP=3.37, Synergy_Bliss=7.14, Synergy_Loewe=4.09, Synergy_HSA=4.56. (4) Drug 1: C1=NC2=C(N=C(N=C2N1C3C(C(C(O3)CO)O)F)Cl)N. Drug 2: CC1CCC2CC(C(=CC=CC=CC(CC(C(=O)C(C(C(=CC(C(=O)CC(OC(=O)C3CCCCN3C(=O)C(=O)C1(O2)O)C(C)CC4CCC(C(C4)OC)OCCO)C)C)O)OC)C)C)C)OC. Cell line: PC-3. Synergy scores: CSS=8.02, Synergy_ZIP=-4.05, Synergy_Bliss=-0.518, Synergy_Loewe=-3.59, Synergy_HSA=-1.40. (5) Drug 1: CN(C)C1=NC(=NC(=N1)N(C)C)N(C)C. Drug 2: CNC(=O)C1=NC=CC(=C1)OC2=CC=C(C=C2)NC(=O)NC3=CC(=C(C=C3)Cl)C(F)(F)F. Cell line: NCI/ADR-RES. Synergy scores: CSS=41.9, Synergy_ZIP=1.21, Synergy_Bliss=-1.18, Synergy_Loewe=-31.1, Synergy_HSA=-2.91. (6) Drug 1: CC1=C(C(=CC=C1)Cl)NC(=O)C2=CN=C(S2)NC3=CC(=NC(=N3)C)N4CCN(CC4)CCO. Drug 2: CCC1(CC2CC(C3=C(CCN(C2)C1)C4=CC=CC=C4N3)(C5=C(C=C6C(=C5)C78CCN9C7C(C=CC9)(C(C(C8N6C)(C(=O)OC)O)OC(=O)C)CC)OC)C(=O)OC)O.OS(=O)(=O)O. Cell line: OVCAR-4. Synergy scores: CSS=3.48, Synergy_ZIP=-0.483, Synergy_Bliss=0.156, Synergy_Loewe=0.701, Synergy_HSA=-0.000455. (7) Drug 1: CC1OCC2C(O1)C(C(C(O2)OC3C4COC(=O)C4C(C5=CC6=C(C=C35)OCO6)C7=CC(=C(C(=C7)OC)O)OC)O)O. Drug 2: CC(C)CN1C=NC2=C1C3=CC=CC=C3N=C2N. Cell line: ACHN. Synergy scores: CSS=52.4, Synergy_ZIP=-2.29, Synergy_Bliss=-1.36, Synergy_Loewe=-5.66, Synergy_HSA=-0.645.